From a dataset of Catalyst prediction with 721,799 reactions and 888 catalyst types from USPTO. Predict which catalyst facilitates the given reaction. (1) Reactant: [F:1][C:2]1[CH:7]=[CH:6][CH:5]=[C:4]([F:8])[C:3]=1[N:9]1[C:14]2[N:15]=[C:16](S(C)(=O)=O)[N:17]=[C:18]([C:19]3[CH:24]=[CH:23][C:22]([F:25])=[CH:21][C:20]=3[CH3:26])[C:13]=2[CH:12]=[CH:11][C:10]1=[O:31].[CH3:32][O:33][CH2:34][CH2:35][NH2:36]. The catalyst class is: 25. Product: [F:1][C:2]1[CH:7]=[CH:6][CH:5]=[C:4]([F:8])[C:3]=1[N:9]1[C:14]2[N:15]=[C:16]([NH:36][CH2:35][CH2:34][O:33][CH3:32])[N:17]=[C:18]([C:19]3[CH:24]=[CH:23][C:22]([F:25])=[CH:21][C:20]=3[CH3:26])[C:13]=2[CH:12]=[CH:11][C:10]1=[O:31]. (2) Reactant: [O:1]([C:8]1[CH:13]=[CH:12][C:11]([OH:14])=[CH:10][CH:9]=1)[C:2]1[CH:7]=[CH:6][CH:5]=[CH:4][CH:3]=1.Br[C:16]1[S:17][CH:18]=[CH:19][N:20]=1.C(=O)([O-])[O-].[K+].[K+].C(Cl)Cl. Product: [O:1]([C:8]1[CH:9]=[CH:10][C:11]([O:14][C:16]2[S:17][CH:18]=[CH:19][N:20]=2)=[CH:12][CH:13]=1)[C:2]1[CH:7]=[CH:6][CH:5]=[CH:4][CH:3]=1. The catalyst class is: 16. (3) Product: [P:1]([O-:21])([O:3][CH2:4][CH:5]([CH2:10][CH3:11])[CH2:6][CH2:7][CH2:8][CH3:9])([O:12][CH2:13][CH:14]([CH2:19][CH3:20])[CH2:15][CH2:16][CH2:17][CH3:18])=[O:2].[NH4+:22]. The catalyst class is: 81. Reactant: [P:1]([O-:21])([O:12][CH2:13][CH:14]([CH2:19][CH3:20])[CH2:15][CH2:16][CH2:17][CH3:18])([O:3][CH2:4][CH:5]([CH2:10][CH3:11])[CH2:6][CH2:7][CH2:8][CH3:9])=[O:2].[NH3:22]. (4) Reactant: [NH4+].[Cl-].[N+:3]([C:6]1[CH:7]=[CH:8][C:9]([C:12]2[CH:13]=[C:14]3[C:19](=[CH:20][CH:21]=2)[C:18](=[O:22])[C:17]([CH2:28][C:29]([O:31][CH2:32][CH3:33])=[O:30])([CH2:23][C:24]([F:27])([F:26])[F:25])[CH2:16][CH2:15]3)=[N:10][CH:11]=1)([O-])=O. Product: [NH2:3][C:6]1[CH:7]=[CH:8][C:9]([C:12]2[CH:13]=[C:14]3[C:19](=[CH:20][CH:21]=2)[C:18](=[O:22])[C:17]([CH2:28][C:29]([O:31][CH2:32][CH3:33])=[O:30])([CH2:23][C:24]([F:27])([F:25])[F:26])[CH2:16][CH2:15]3)=[N:10][CH:11]=1. The catalyst class is: 190. (5) Product: [N:15]1[CH:20]=[CH:19][CH:18]=[C:17]([NH:21][C:22]([N:24]2[CH2:25][CH2:26][N:27]([CH2:2][C:3]3[CH:4]=[C:5]([CH:10]=[CH:11][CH:12]=3)[C:6]([O:8][CH3:9])=[O:7])[CH2:28][CH2:29]2)=[O:23])[CH:16]=1. Reactant: Br[CH2:2][C:3]1[CH:4]=[C:5]([CH:10]=[CH:11][CH:12]=1)[C:6]([O:8][CH3:9])=[O:7].Cl.Cl.[N:15]1[CH:20]=[CH:19][CH:18]=[C:17]([NH:21][C:22]([N:24]2[CH2:29][CH2:28][NH:27][CH2:26][CH2:25]2)=[O:23])[CH:16]=1.C(=O)([O-])[O-].[K+].[K+].C(=O)([O-])O.[Na+]. The catalyst class is: 3. (6) Reactant: Cl.Cl.[Cl:3][CH2:4][CH2:5][N:6]1[CH2:11][CH2:10][NH:9][CH2:8][CH2:7]1.C(N(CC)CC)C.[C:19](Cl)(=[O:21])[CH3:20]. Product: [C:19]([N:9]1[CH2:10][CH2:11][N:6]([CH2:5][CH2:4][Cl:3])[CH2:7][CH2:8]1)(=[O:21])[CH3:20]. The catalyst class is: 26.